From a dataset of Tox21: 12 toxicity assays (nuclear receptors and stress response pathways). Binary classification across 12 toxicity assays. (1) The molecule is Nc1cccc2c(N)cccc12. It tested positive (active) for: NR-AhR (Aryl hydrocarbon Receptor agonist activity), SR-ARE (Antioxidant Response Element (oxidative stress)), and SR-MMP (Mitochondrial Membrane Potential disruption). (2) The compound is OCCN(CCO)c1nc(N2CCCCC2)c2nc(N(CCO)CCO)nc(N3CCCCC3)c2n1. It tested positive (active) for: SR-p53 (p53 tumor suppressor activation).